Dataset: Catalyst prediction with 721,799 reactions and 888 catalyst types from USPTO. Task: Predict which catalyst facilitates the given reaction. Reactant: [C:1]1([CH3:14])[CH:6]=[CH:5][CH:4]=[C:3]([N:7]2[C:11]([C:12]#[N:13])=[CH:10][N:9]=[CH:8]2)[CH:2]=1.[F:15][C:16]([F:23])([F:22])[S:17]([O:20]C)(=[O:19])=[O:18]. Product: [F:15][C:16]([F:23])([F:22])[S:17]([O-:20])(=[O:19])=[O:18].[C:12]([C:11]1[N:7]([C:3]2[CH:2]=[C:1]([CH3:14])[CH:6]=[CH:5][CH:4]=2)[CH:8]=[N+:9]([CH3:16])[CH:10]=1)#[N:13]. The catalyst class is: 2.